From a dataset of NCI-60 drug combinations with 297,098 pairs across 59 cell lines. Regression. Given two drug SMILES strings and cell line genomic features, predict the synergy score measuring deviation from expected non-interaction effect. (1) Drug 1: CCCCC(=O)OCC(=O)C1(CC(C2=C(C1)C(=C3C(=C2O)C(=O)C4=C(C3=O)C=CC=C4OC)O)OC5CC(C(C(O5)C)O)NC(=O)C(F)(F)F)O. Drug 2: C1=NC(=NC(=O)N1C2C(C(C(O2)CO)O)O)N. Cell line: UO-31. Synergy scores: CSS=71.5, Synergy_ZIP=-8.02, Synergy_Bliss=-5.28, Synergy_Loewe=-6.83, Synergy_HSA=-4.88. (2) Synergy scores: CSS=-6.05, Synergy_ZIP=-1.39, Synergy_Bliss=-5.44, Synergy_Loewe=-13.8, Synergy_HSA=-13.2. Drug 1: CC1=CC=C(C=C1)C2=CC(=NN2C3=CC=C(C=C3)S(=O)(=O)N)C(F)(F)F. Drug 2: COC1=NC(=NC2=C1N=CN2C3C(C(C(O3)CO)O)O)N. Cell line: 786-0. (3) Drug 1: C1C(C(OC1N2C=C(C(=O)NC2=O)F)CO)O. Drug 2: C1=NC2=C(N1)C(=S)N=CN2. Cell line: A498. Synergy scores: CSS=31.1, Synergy_ZIP=-5.61, Synergy_Bliss=-4.41, Synergy_Loewe=-0.398, Synergy_HSA=1.45.